Dataset: Peptide-MHC class I binding affinity with 185,985 pairs from IEDB/IMGT. Task: Regression. Given a peptide amino acid sequence and an MHC pseudo amino acid sequence, predict their binding affinity value. This is MHC class I binding data. The peptide sequence is WQGPSAAAY. The MHC is HLA-B58:01 with pseudo-sequence HLA-B58:01. The binding affinity (normalized) is 0.0847.